Predict the product of the given reaction. From a dataset of Forward reaction prediction with 1.9M reactions from USPTO patents (1976-2016). (1) Given the reactants [Br:1][C:2]1[CH:7]=[C:6]([O:8][CH3:9])[CH:5]=[CH:4][C:3]=1[S:10]([N:13]1[C:21]2[C:16](=[CH:17][CH:18]=[CH:19][CH:20]=2)[C:15]([CH2:22]Cl)=[CH:14]1)(=[O:12])=[O:11].[NH:24]1[CH2:30][CH2:29][CH2:28][NH:27][CH2:26][CH2:25]1, predict the reaction product. The product is: [Br:1][C:2]1[CH:7]=[C:6]([O:8][CH3:9])[CH:5]=[CH:4][C:3]=1[S:10]([N:13]1[C:21]2[C:16](=[CH:17][CH:18]=[CH:19][CH:20]=2)[C:15]([CH2:22][N:24]2[CH2:30][CH2:29][CH2:28][NH:27][CH2:26][CH2:25]2)=[CH:14]1)(=[O:12])=[O:11]. (2) Given the reactants [CH2:1]([S:3][C:4]1[N:12]=[C:11]2[C:7]([N:8]=[CH:9][N:10]2[C@@H:13]2[O:25][C@H:24]([CH2:26][O:27]C(=O)C)[C@@H:19]([O:20]C(=O)C)[C@H:14]2[O:15]C(=O)C)=[C:6](Cl)[N:5]=1)[CH3:2].[O:32]([C:34]1[CH:35]=[C:36]([CH2:40][CH2:41][NH2:42])[CH:37]=[CH:38][CH:39]=1)[CH3:33], predict the reaction product. The product is: [CH2:1]([S:3][C:4]1[N:12]=[C:11]2[C:7]([N:8]=[CH:9][N:10]2[C@@H:13]2[O:25][C@H:24]([CH2:26][OH:27])[C@@H:19]([OH:20])[C@H:14]2[OH:15])=[C:6]([NH:42][CH2:41][CH2:40][C:36]2[CH:37]=[CH:38][CH:39]=[C:34]([O:32][CH3:33])[CH:35]=2)[N:5]=1)[CH3:2].